From a dataset of Forward reaction prediction with 1.9M reactions from USPTO patents (1976-2016). Predict the product of the given reaction. (1) Given the reactants [Cl:1][C:2]1[CH:7]=[CH:6][C:5]([N:8]2[C:12]([CH3:13])=[CH:11][C:10]([C:14]([NH:16][CH2:17]CC3C=CC(Cl)=CC=3)=[O:15])=[N:9]2)=[CH:4][CH:3]=1.[CH3:26][O:27][C:28]1[CH:35]=[CH:34][CH:33]=[CH:32][C:29]=1CN, predict the reaction product. The product is: [Cl:1][C:2]1[CH:7]=[CH:6][C:5]([N:8]2[C:12]([CH3:13])=[CH:11][C:10]([C:14]([NH:16][CH2:17][C:29]3[CH:32]=[CH:33][CH:34]=[CH:35][C:28]=3[O:27][CH3:26])=[O:15])=[N:9]2)=[CH:4][CH:3]=1. (2) Given the reactants [CH:1]([NH:4][CH2:5][C:6]([CH3:19])([S:8][C:9]1[CH:18]=[CH:17][C:12]2[N:13]=[C:14]([NH2:16])[S:15][C:11]=2[CH:10]=1)[CH3:7])([CH3:3])[CH3:2].Cl.OO.C(=O)([O-])[OH:24].[Na+].[OH2:28], predict the reaction product. The product is: [CH:1]([NH:4][CH2:5][C:6]([CH3:7])([S:8]([C:9]1[CH:18]=[CH:17][C:12]2[N:13]=[C:14]([NH2:16])[S:15][C:11]=2[CH:10]=1)(=[O:24])=[O:28])[CH3:19])([CH3:3])[CH3:2].